This data is from Forward reaction prediction with 1.9M reactions from USPTO patents (1976-2016). The task is: Predict the product of the given reaction. (1) Given the reactants [CH3:1][O:2][C:3]1[CH:8]=[C:7]([N+:9]([O-:11])=[O:10])[CH:6]=[CH:5][C:4]=1[OH:12].[I-].[K+].C(=O)([O-])[O-].[K+].[K+].Br[CH2:22][CH2:23][O:24][CH:25]1[CH2:30][CH2:29][CH2:28][CH2:27][O:26]1, predict the reaction product. The product is: [CH3:1][O:2][C:3]1[CH:8]=[C:7]([N+:9]([O-:11])=[O:10])[CH:6]=[CH:5][C:4]=1[O:12][CH2:22][CH2:23][O:24][CH:25]1[CH2:30][CH2:29][CH2:28][CH2:27][O:26]1. (2) Given the reactants [CH2:1]([O:8][C:9]1[CH:14]=[CH:13][C:12]([CH:15]2[CH2:24][CH2:23][C:18]3([CH2:21][C:20](=O)[CH2:19]3)[CH2:17][CH2:16]2)=[CH:11][CH:10]=1)[C:2]1[CH:7]=[CH:6][CH:5]=[CH:4][CH:3]=1.C1(C)C(S([CH2:34][N+:35]#[C-])(=O)=O)=CC=CC=1.CC([O-])(C)C.[K+].O, predict the reaction product. The product is: [CH2:1]([O:8][C:9]1[CH:14]=[CH:13][C:12]([CH:15]2[CH2:24][CH2:23][C:18]3([CH2:21][CH:20]([C:34]#[N:35])[CH2:19]3)[CH2:17][CH2:16]2)=[CH:11][CH:10]=1)[C:2]1[CH:7]=[CH:6][CH:5]=[CH:4][CH:3]=1. (3) Given the reactants C[O:2][C:3](=O)[C:4]1[CH:9]=[CH:8][C:7]([C:10]#[N:11])=[N:6][CH:5]=1.[BH4-].[Na+].O, predict the reaction product. The product is: [OH:2][CH2:3][C:4]1[CH:9]=[CH:8][C:7]([C:10]#[N:11])=[N:6][CH:5]=1. (4) Given the reactants [CH3:13][C:12]([O:11][C:9](O[C:9]([O:11][C:12]([CH3:15])([CH3:14])[CH3:13])=[O:10])=[O:10])([CH3:15])[CH3:14].Br.[Br:17][CH2:18][CH2:19][CH2:20][NH2:21].C(N(CC)CC)C, predict the reaction product. The product is: [Br:17][CH2:18][CH2:19][CH2:20][NH:21][C:9](=[O:10])[O:11][C:12]([CH3:13])([CH3:14])[CH3:15]. (5) Given the reactants [CH:1]1([C:4]2[C:13]([C:14]3[CH:19]=[CH:18][C:17]([F:20])=[CH:16][CH:15]=3)=[CH:12][C:7]([C:8]([NH:10][NH2:11])=[O:9])=[C:6]([N:21]3[CH2:26][CH2:25][N:24]([C:27](=[O:32])[CH2:28][CH2:29][O:30][CH3:31])[C@H:23]([CH3:33])[CH2:22]3)[N:5]=2)[CH2:3][CH2:2]1.[CH3:34]OC(OC)OC, predict the reaction product. The product is: [CH:1]1([C:4]2[N:5]=[C:6]([N:21]3[CH2:26][CH2:25][N:24]([C:27](=[O:32])[CH2:28][CH2:29][O:30][CH3:31])[C@H:23]([CH3:33])[CH2:22]3)[C:7]([C:8]3[O:9][CH:34]=[N:11][N:10]=3)=[CH:12][C:13]=2[C:14]2[CH:19]=[CH:18][C:17]([F:20])=[CH:16][CH:15]=2)[CH2:2][CH2:3]1.